From a dataset of Peptide-MHC class I binding affinity with 185,985 pairs from IEDB/IMGT. Regression. Given a peptide amino acid sequence and an MHC pseudo amino acid sequence, predict their binding affinity value. This is MHC class I binding data. (1) The peptide sequence is NVQTAPGTFK. The MHC is HLA-A11:01 with pseudo-sequence HLA-A11:01. The binding affinity (normalized) is 0.547. (2) The peptide sequence is SWLVHKQWF. The MHC is HLA-A24:02 with pseudo-sequence HLA-A24:02. The binding affinity (normalized) is 0.331. (3) The peptide sequence is RPMREVRFL. The MHC is HLA-B07:02 with pseudo-sequence HLA-B07:02. The binding affinity (normalized) is 0.971. (4) The peptide sequence is GRGPIRFVL. The MHC is HLA-A29:02 with pseudo-sequence HLA-A29:02. The binding affinity (normalized) is 0.0847. (5) The peptide sequence is GFPFFIMPK. The MHC is HLA-A25:01 with pseudo-sequence HLA-A25:01. The binding affinity (normalized) is 0.0847. (6) The peptide sequence is LAPHFAKLI. The MHC is H-2-Kb with pseudo-sequence H-2-Kb. The binding affinity (normalized) is 0.580. (7) The MHC is HLA-B08:02 with pseudo-sequence HLA-B08:02. The peptide sequence is AADFPGIAR. The binding affinity (normalized) is 0.0847. (8) The peptide sequence is WLGARYLEF. The MHC is HLA-A30:01 with pseudo-sequence HLA-A30:01. The binding affinity (normalized) is 0.0847. (9) The peptide sequence is KAMAADAGI. The MHC is H-2-Ld with pseudo-sequence H-2-Ld. The binding affinity (normalized) is 0.0141. (10) The peptide sequence is NKAWLVHRQW. The MHC is HLA-B44:02 with pseudo-sequence HLA-B44:02. The binding affinity (normalized) is 0.347.